Dataset: Forward reaction prediction with 1.9M reactions from USPTO patents (1976-2016). Task: Predict the product of the given reaction. Given the reactants CS(O[CH2:6][CH2:7][C:8]1[CH:13]=[N:12][C:11]([N:14]([C:22]([O:24][C:25]([CH3:28])([CH3:27])[CH3:26])=[O:23])C(OC(C)(C)C)=O)=[CH:10][N:9]=1)(=O)=O.[CH3:29][S-:30].[Na+].C(OCC)(=O)C.C(=O)(O)[O-].[Na+], predict the reaction product. The product is: [CH3:29][S:30][CH2:6][CH2:7][C:8]1[N:9]=[CH:10][C:11]([NH:14][C:22](=[O:23])[O:24][C:25]([CH3:26])([CH3:27])[CH3:28])=[N:12][CH:13]=1.